Predict the reaction yield, written as a fraction of the theoretical maximum amount of product (1.0 means a 100% yield; for example, 0.34 means a 34% yield). From a dataset of Reaction yield outcomes from USPTO patents with 853,638 reactions. (1) The reactants are [C:1]([O:5][C:6](=[O:27])[NH:7][C:8]([C:10]1[S:11][C:12]([S:25][CH3:26])=[C:13]([S:15]([C:18]2[CH:23]=[CH:22][CH:21]=[C:20](Br)[CH:19]=2)(=[O:17])=[O:16])[CH:14]=1)=[NH:9])([CH3:4])([CH3:3])[CH3:2].[C:28]([O:32][C:33](=[O:50])[C:34]1[CH:39]=[CH:38][C:37](C)=[CH:36][C:35]=1B1OC(C)(C)C(C)(C)O1)([CH3:31])([CH3:30])[CH3:29].[C:51]([O-])([O-])=O.[Na+].[Na+].C(O)C. The catalyst is C1C=CC([P]([Pd]([P](C2C=CC=CC=2)(C2C=CC=CC=2)C2C=CC=CC=2)([P](C2C=CC=CC=2)(C2C=CC=CC=2)C2C=CC=CC=2)[P](C2C=CC=CC=2)(C2C=CC=CC=2)C2C=CC=CC=2)(C2C=CC=CC=2)C2C=CC=CC=2)=CC=1.C1(C)C=CC=CC=1. The product is [C:28]([O:32][C:33]([C:34]1[C:35]([C:20]2[CH:21]=[CH:22][CH:23]=[C:18]([S:15]([C:13]3[CH:14]=[C:10]([C:8]([NH:7][C:6]([O:5][C:1]([CH3:4])([CH3:3])[CH3:2])=[O:27])=[NH:9])[S:11][C:12]=3[S:25][CH3:26])(=[O:17])=[O:16])[CH:19]=2)=[C:36]([CH3:51])[CH:37]=[CH:38][CH:39]=1)=[O:50])([CH3:29])([CH3:30])[CH3:31]. The yield is 0.580. (2) The reactants are C([Li])CCC.C(NC(C)C)(C)C.[C:13]([C:16]1[C:24]2[C:19](=[CH:20][CH:21]=[CH:22][CH:23]=2)[N:18]([CH3:25])[CH:17]=1)(=[O:15])[CH3:14].[N:26]1[CH:31]=[CH:30][C:29]([CH:32]=[O:33])=[CH:28][CH:27]=1.Cl[Si:35]([CH3:38])([CH3:37])[CH3:36]. The catalyst is C1COCC1. The product is [CH3:25][N:18]1[C:19]2[C:24](=[CH:23][CH:22]=[CH:21][CH:20]=2)[C:16]([C:13](=[O:15])[CH2:14][CH:32]([C:29]2[CH:30]=[CH:31][N:26]=[CH:27][CH:28]=2)[O:33][Si:35]([CH3:38])([CH3:37])[CH3:36])=[CH:17]1. The yield is 0.510. (3) The catalyst is C1COCC1. The product is [OH:17][C:7]1([C:2]2[N:1]=[CH:6][CH:5]=[CH:4][N:3]=2)[CH2:16][CH2:15][C:10](=[O:11])[CH2:9][CH2:8]1. The reactants are [N:1]1[CH:6]=[CH:5][CH:4]=[N:3][C:2]=1[C:7]1([OH:17])[CH2:16][CH2:15][C:10]2(OCC[O:11]2)[CH2:9][CH2:8]1.Cl. The yield is 0.490. (4) The reactants are C(OC([N:8]1[CH2:13][CH2:12][N:11]([C:14](=[O:39])[C:15]2[CH:20]=[CH:19][C:18]([C:21]3[CH:22]=[C:23]4[C:29]([C:30]5[CH:35]=[CH:34][C:33]([C:36](=[O:38])[NH2:37])=[CH:32][CH:31]=5)=[CH:28][NH:27][C:24]4=[N:25][CH:26]=3)=[CH:17][CH:16]=2)[CH2:10][CH2:9]1)=O)(C)(C)C.[ClH:40]. The catalyst is CO.O1CCOCC1. The product is [ClH:40].[N:11]1([C:14]([C:15]2[CH:20]=[CH:19][C:18]([C:21]3[CH:22]=[C:23]4[C:29]([C:30]5[CH:31]=[CH:32][C:33]([C:36]([NH2:37])=[O:38])=[CH:34][CH:35]=5)=[CH:28][NH:27][C:24]4=[N:25][CH:26]=3)=[CH:17][CH:16]=2)=[O:39])[CH2:10][CH2:9][NH:8][CH2:13][CH2:12]1. The yield is 1.16. (5) The reactants are [C:1]([C:3](=[C:9]([S:12][CH3:13])SC)[C:4]([O:6][CH2:7][CH3:8])=[O:5])#[N:2].[NH:14]1[CH2:18][CH2:17][CH2:16][CH2:15]1. The catalyst is C(#N)C.C(OCC)(=O)C. The product is [C:1](/[C:3](=[C:9](/[S:12][CH3:13])\[N:14]1[CH2:18][CH2:17][CH2:16][CH2:15]1)/[C:4]([O:6][CH2:7][CH3:8])=[O:5])#[N:2]. The yield is 0.920. (6) The reactants are [C:1]([O:5][C:6]([N:8]([C:13]1[CH:21]=[CH:20][CH:19]=[C:18]2[C:14]=1[CH:15]=[CH:16][N:17]2[CH2:22][C:23]([OH:25])=[O:24])[S:9]([CH3:12])(=[O:11])=[O:10])=[O:7])([CH3:4])([CH3:3])[CH3:2].[Cl:26][C:27]1[CH:28]=[N+:29]([O-:52])[CH:30]=[C:31]([Cl:51])[C:32]=1[CH2:33][C@@H:34]([C:36]1[CH:41]=[CH:40][C:39]([O:42][CH:43]([F:45])[F:44])=[C:38]([O:46][CH2:47][CH:48]2[CH2:50][CH2:49]2)[CH:37]=1)O.C(Cl)CCl. The catalyst is C(Cl)Cl.CN(C1C=CN=CC=1)C. The product is [C:1]([O:5][C:6]([N:8]([C:13]1[CH:21]=[CH:20][CH:19]=[C:18]2[C:14]=1[CH:15]=[CH:16][N:17]2[CH2:22][C:23]([O:25][C@H:34]([C:36]1[CH:41]=[CH:40][C:39]([O:42][CH:43]([F:44])[F:45])=[C:38]([O:46][CH2:47][CH:48]2[CH2:49][CH2:50]2)[CH:37]=1)[CH2:33][C:32]1[C:31]([Cl:51])=[CH:30][N+:29]([O-:52])=[CH:28][C:27]=1[Cl:26])=[O:24])[S:9]([CH3:12])(=[O:11])=[O:10])=[O:7])([CH3:4])([CH3:2])[CH3:3]. The yield is 0.800.